This data is from Forward reaction prediction with 1.9M reactions from USPTO patents (1976-2016). The task is: Predict the product of the given reaction. (1) Given the reactants P([O-])([O-])([O-])=O.[K+].[K+].[K+].F[C:10]1[C:15]([CH2:16][CH2:17][OH:18])=[C:14]([I:19])[CH:13]=[CH:12][N:11]=1, predict the reaction product. The product is: [I:19][C:14]1[CH:13]=[CH:12][N:11]=[C:10]2[O:18][CH2:17][CH2:16][C:15]=12. (2) Given the reactants [CH3:1][C:2]([S:7][C:8]1[S:12][C:11]([NH:13][C:14]([N:16]([C@H:25]2[CH2:30][CH2:29][C@H:28]([CH3:31])[CH2:27][CH2:26]2)[CH2:17][CH2:18]C2C=CC=CC=2)=[O:15])=[N:10][CH:9]=1)([CH3:6])[C:3]([OH:5])=[O:4].BrCC[CH2:35][C:36]1[CH:41]=[CH:40][CH:39]=[CH:38][CH:37]=1.C(OC(=O)C(SC1SC(N)=NC=1)(C)C)C, predict the reaction product. The product is: [CH3:1][C:2]([S:7][C:8]1[S:12][C:11]([NH:13][C:14]([N:16]([C@H:25]2[CH2:30][CH2:29][C@H:28]([CH3:31])[CH2:27][CH2:26]2)[CH2:17][CH2:18][CH2:35][C:36]2[CH:41]=[CH:40][CH:39]=[CH:38][CH:37]=2)=[O:15])=[N:10][CH:9]=1)([CH3:6])[C:3]([OH:5])=[O:4].